Predict the product of the given reaction. From a dataset of Forward reaction prediction with 1.9M reactions from USPTO patents (1976-2016). (1) Given the reactants [OH:1][C:2]1[CH:9]=[CH:8][CH:7]=[CH:6][C:3]=1[C:4]#[N:5].[CH2:10](Br)[C:11]1[CH:16]=[CH:15][CH:14]=[CH:13][CH:12]=1.C(=O)([O-])[O-].[K+].[K+], predict the reaction product. The product is: [CH2:10]([O:1][C:2]1[CH:9]=[CH:8][CH:7]=[CH:6][C:3]=1[C:4]#[N:5])[C:11]1[CH:16]=[CH:15][CH:14]=[CH:13][CH:12]=1. (2) Given the reactants I[C:2]1[C:10]2[C:5](=[CH:6][CH:7]=[C:8]([C:11]([O:13][CH3:14])=[O:12])[CH:9]=2)[N:4]([S:15]([C:18]2[CH:24]=[CH:23][C:21]([CH3:22])=[CH:20][CH:19]=2)(=[O:17])=[O:16])[CH:3]=1.[CH3:25][C:26]1([CH3:42])[C:30]([CH3:32])([CH3:31])[O:29][B:28]([B:28]2[O:29][C:30]([CH3:32])([CH3:31])[C:26]([CH3:42])([CH3:25])[O:27]2)[O:27]1.C(Cl)Cl.C([O-])(=O)C.[K+], predict the reaction product. The product is: [CH3:25][C:26]1([CH3:42])[C:30]([CH3:32])([CH3:31])[O:29][B:28]([C:2]2[C:10]3[C:5](=[CH:6][CH:7]=[C:8]([C:11]([O:13][CH3:14])=[O:12])[CH:9]=3)[N:4]([S:15]([C:18]3[CH:24]=[CH:23][C:21]([CH3:22])=[CH:20][CH:19]=3)(=[O:17])=[O:16])[CH:3]=2)[O:27]1. (3) Given the reactants [OH:1][C:2]12[CH2:11][CH:6]3[CH2:7][CH:8]([CH2:10][C:4]([C:12]([O:14][CH2:15][CH2:16][CH2:17][CH3:18])=[O:13])([CH2:5]3)[CH2:3]1)[CH2:9]2.[CH3:19][O:20][CH2:21][CH2:22][O:23][CH2:24]Cl.C(N(CC)CC)C, predict the reaction product. The product is: [CH3:19][O:20][CH2:21][CH2:22][O:23][CH2:24][O:1][C:2]12[CH2:11][CH:6]3[CH2:7][CH:8]([CH2:10][C:4]([C:12]([O:14][CH2:15][CH2:16][CH2:17][CH3:18])=[O:13])([CH2:5]3)[CH2:3]1)[CH2:9]2. (4) Given the reactants [F:1][C:2]1[CH:3]=[CH:4][C:5]([C:8]2[C:12]([CH2:13][OH:14])=[C:11]([CH3:15])[O:10][N:9]=2)=[N:6][CH:7]=1.[CH3:16][O:17][C:18]([C:20]1[O:24][NH:23][C:22](=O)[CH:21]=1)=[O:19].C1(P(C2C=CC=CC=2)C2C=CC=CC=2)C=CC=CC=1.N(C(OCC)=O)=NC(OCC)=O, predict the reaction product. The product is: [CH3:16][O:17][C:18]([C:20]1[O:24][N:23]=[C:22]([O:14][CH2:13][C:12]2[C:8]([C:5]3[CH:4]=[CH:3][C:2]([F:1])=[CH:7][N:6]=3)=[N:9][O:10][C:11]=2[CH3:15])[CH:21]=1)=[O:19]. (5) Given the reactants [C:1]([O:5][CH:6]([C:11]1[N:16]([CH3:17])[C:15](=[O:18])[C:14]2[NH:19][CH:20]=[CH:21][C:13]=2[C:12]=1[C:22]1[CH:27]=[CH:26][C:25]([Cl:28])=[CH:24][CH:23]=1)[C:7]([O:9]C)=[O:8])([CH3:4])([CH3:3])[CH3:2].[CH3:29][C:30]1[CH:35]=[CH:34][C:33]([S:36](Cl)(=[O:38])=[O:37])=[CH:32][CH:31]=1, predict the reaction product. The product is: [C:1]([O:5][CH:6]([C:11]1[N:16]([CH3:17])[C:15](=[O:18])[C:14]2[N:19]([S:36]([C:33]3[CH:34]=[CH:35][C:30]([CH3:29])=[CH:31][CH:32]=3)(=[O:38])=[O:37])[CH:20]=[CH:21][C:13]=2[C:12]=1[C:22]1[CH:23]=[CH:24][C:25]([Cl:28])=[CH:26][CH:27]=1)[C:7]([OH:9])=[O:8])([CH3:2])([CH3:3])[CH3:4].